Dataset: Full USPTO retrosynthesis dataset with 1.9M reactions from patents (1976-2016). Task: Predict the reactants needed to synthesize the given product. (1) Given the product [Br:1][C:10]1[CH:9]=[C:8]([C:11]2[S:15][C:14]([C:16]([O:18][CH2:19][CH3:20])=[O:17])=[N:13][C:12]=2[CH3:21])[CH:7]=[CH:6][C:5]=1[O:4][CH3:3], predict the reactants needed to synthesize it. The reactants are: [Br:1]Br.[CH3:3][O:4][C:5]1[CH:10]=[CH:9][C:8]([C:11]2[S:15][C:14]([C:16]([O:18][CH2:19][CH3:20])=[O:17])=[N:13][C:12]=2[CH3:21])=[CH:7][CH:6]=1. (2) Given the product [F:1][C:2]([F:43])([F:42])[C:3]1[CH:4]=[C:5]([CH:39]=[CH:40][CH:41]=1)[CH2:6][NH:7][C:8](=[O:38])[C:9]1[CH:14]=[CH:13][N:12]=[C:11]([C:15]2[CH:20]=[C:19]([N:21]3[CH2:26][CH2:25][CH2:24][CH2:23][CH2:22]3)[CH:18]=[CH:17][C:16]=2[NH:27][C:28](=[O:37])[C:29]2[CH:34]=[CH:33][CH:32]=[C:31]([CH2:35][N:44]=[N+:45]=[N-:46])[CH:30]=2)[CH:10]=1, predict the reactants needed to synthesize it. The reactants are: [F:1][C:2]([F:43])([F:42])[C:3]1[CH:4]=[C:5]([CH:39]=[CH:40][CH:41]=1)[CH2:6][NH:7][C:8](=[O:38])[C:9]1[CH:14]=[CH:13][N:12]=[C:11]([C:15]2[CH:20]=[C:19]([N:21]3[CH2:26][CH2:25][CH2:24][CH2:23][CH2:22]3)[CH:18]=[CH:17][C:16]=2[NH:27][C:28](=[O:37])[C:29]2[CH:34]=[CH:33][CH:32]=[C:31]([CH2:35]Br)[CH:30]=2)[CH:10]=1.[N-:44]=[N+:45]=[N-:46].[Na+]. (3) Given the product [CH2:34]([O:36][C:37](=[O:47])[CH2:38][CH:39]([Br:1])[C:40](=[O:46])[C:41]1[S:42][CH:43]=[CH:44][N:45]=1)[CH3:35], predict the reactants needed to synthesize it. The reactants are: [Br-:1].[Br-].[Br-].C1([N+](C)(C)C)C=CC=CC=1.C1([N+](C)(C)C)C=CC=CC=1.C1([N+](C)(C)C)C=CC=CC=1.[CH2:34]([O:36][C:37](=[O:47])[CH2:38][CH2:39][C:40](=[O:46])[C:41]1[S:42][CH:43]=[CH:44][N:45]=1)[CH3:35].C([O-])(O)=O.[Na+]. (4) Given the product [CH2:23]1[O:24][C:7]2[CH:6]=[C:5]3[C:10]([C:11]([C:13]4[CH:18]=[CH:17][C:16]5[O:19][CH2:20][O:21][C:15]=5[CH:14]=4)=[N:12][C:3]([CH2:2][N:25]4[CH2:30][CH2:29][NH:28][CH2:27][CH2:26]4)=[N:4]3)=[CH:9][C:8]=2[O:22]1, predict the reactants needed to synthesize it. The reactants are: Cl[CH2:2][C:3]1[N:12]=[C:11]([C:13]2[CH:18]=[CH:17][C:16]3[O:19][CH2:20][O:21][C:15]=3[CH:14]=2)[C:10]2[C:5](=[CH:6][C:7]3[O:24][CH2:23][O:22][C:8]=3[CH:9]=2)[N:4]=1.[NH:25]1[CH2:30][CH2:29][NH:28][CH2:27][CH2:26]1. (5) Given the product [Br:1][C:2]1[CH:3]=[C:4]2[C:9](=[CH:10][CH:11]=1)[N:8]=[C:7]([O:12][CH3:13])[C:6]([CH2:14][Br:16])=[C:5]2[Cl:15], predict the reactants needed to synthesize it. The reactants are: [Br:1][C:2]1[CH:3]=[C:4]2[C:9](=[CH:10][CH:11]=1)[N:8]=[C:7]([O:12][CH3:13])[C:6]([CH3:14])=[C:5]2[Cl:15].[Br:16]N1C(=O)CCC1=O.N(C1(C#N)CCCCC1C#N)=NC1(C#N)CCCCC1C#N. (6) Given the product [CH2:1]([C:3]1[CH:8]=[C:7]([C:9]2[N:13]=[C:12]([C:14]3[CH:19]=[C:18]([O:20][CH3:21])[N:17]=[C:16]([CH:22]([CH2:25][CH3:26])[CH2:23][CH3:24])[CH:15]=3)[O:11][N:10]=2)[CH:6]=[C:5]([CH3:27])[C:4]=1[O:28][CH2:29][C@@H:31]1[CH2:32][O:33]1)[CH3:2], predict the reactants needed to synthesize it. The reactants are: [CH2:1]([C:3]1[CH:8]=[C:7]([C:9]2[N:13]=[C:12]([C:14]3[CH:19]=[C:18]([O:20][CH3:21])[N:17]=[C:16]([CH:22]([CH2:25][CH3:26])[CH2:23][CH3:24])[CH:15]=3)[O:11][N:10]=2)[CH:6]=[C:5]([CH3:27])[C:4]=1[OH:28])[CH3:2].[CH2:29]([C@@H:31]1[O:33][CH2:32]1)Cl. (7) Given the product [N:20]1[CH:19]=[CH:18][C:17]([C:16]2[C:9]([C:5]3[CH:4]=[C:3]([OH:2])[CH:8]=[CH:7][CH:6]=3)=[N:10][N:11]3[CH:15]=[CH:14][S:13][C:12]=23)=[CH:22][CH:21]=1, predict the reactants needed to synthesize it. The reactants are: C[O:2][C:3]1[CH:4]=[C:5]([C:9]2[C:16]([C:17]3[CH:22]=[CH:21][N:20]=[CH:19][CH:18]=3)=[C:12]3[S:13][CH:14]=[CH:15][N:11]3[N:10]=2)[CH:6]=[CH:7][CH:8]=1.B(Br)(Br)Br.C([O-])(O)=O.[Na+].